Dataset: Reaction yield outcomes from USPTO patents with 853,638 reactions. Task: Predict the reaction yield, written as a fraction of the theoretical maximum amount of product (1.0 means a 100% yield; for example, 0.34 means a 34% yield). (1) The reactants are [C:1]1([C:7]2[NH:8][C:9]([C@H:12]3[CH2:17][CH2:16][C@H:15]([C:18]([O:20]C)=O)[CH2:14][CH2:13]3)=[N:10][N:11]=2)[CH:6]=[CH:5][CH:4]=[CH:3][CH:2]=1.[CH2:22]([NH2:25])[CH2:23][NH2:24]. No catalyst specified. The product is [NH2:24][CH2:23][CH2:22][NH:25][C:18]([C@H:15]1[CH2:16][CH2:17][C@H:12]([C:9]2[NH:8][C:7]([C:1]3[CH:6]=[CH:5][CH:4]=[CH:3][CH:2]=3)=[N:11][N:10]=2)[CH2:13][CH2:14]1)=[O:20]. The yield is 0.890. (2) The reactants are [CH3:1][S:2]([NH2:5])(=[O:4])=[O:3].[H-].[Na+].[C:8]([C:10]1[CH:11]=[C:12]([CH:16]2[CH2:25][C:24]([CH3:27])([CH3:26])[C:23]3[C:18](=[CH:19][CH:20]=[C:21]([C:28](O)=[O:29])[CH:22]=3)[NH:17]2)[CH:13]=[CH:14][CH:15]=1)#[N:9].C(N1C=CN=C1)(N1C=CN=C1)=O. The catalyst is CN(C)C=O.O. The product is [C:8]([C:10]1[CH:11]=[C:12]([CH:16]2[CH2:25][C:24]([CH3:26])([CH3:27])[C:23]3[C:18](=[CH:19][CH:20]=[C:21]([C:28]([NH:5][S:2]([CH3:1])(=[O:4])=[O:3])=[O:29])[CH:22]=3)[NH:17]2)[CH:13]=[CH:14][CH:15]=1)#[N:9]. The yield is 0.200.